This data is from Forward reaction prediction with 1.9M reactions from USPTO patents (1976-2016). The task is: Predict the product of the given reaction. (1) Given the reactants [CH3:1][O:2][C:3]1[CH:4]=[C:5]([CH:11]=[CH:12][C:13]([OH:15])=[O:14])[CH:6]=[C:7]([O:9][CH3:10])[CH:8]=1.[H][H], predict the reaction product. The product is: [CH3:10][O:9][C:7]1[CH:6]=[C:5]([CH2:11][CH2:12][C:13]([OH:15])=[O:14])[CH:4]=[C:3]([O:2][CH3:1])[CH:8]=1. (2) Given the reactants [CH3:1][C:2]1[S:23][C:5]2[N:6]=[C:7]([CH2:11][N:12]3[CH:16]=[C:15]([CH:17]=O)[C:14]([C:19]([F:22])([F:21])[F:20])=[N:13]3)[NH:8][C:9](=[O:10])[C:4]=2[CH:3]=1.Cl.[NH2:25]O, predict the reaction product. The product is: [NH2:25][CH2:17][C:15]1[C:14]([C:19]([F:22])([F:21])[F:20])=[N:13][N:12]([CH2:11][C:7]2[NH:8][C:9](=[O:10])[C:4]3[CH:3]=[C:2]([CH3:1])[S:23][C:5]=3[N:6]=2)[CH:16]=1. (3) Given the reactants C(O[C:4](=[O:17])[CH:5]([C:11]1[CH:16]=[CH:15][CH:14]=[CH:13][CH:12]=1)[C:6]([O:8]CC)=O)C.S(O)(O)(=O)=O.[NH2:23][C:24]1[NH:25][CH:26]=[CH:27][N:28]=1.C1CCN2C(=NCCC2)CC1, predict the reaction product. The product is: [C:11]1([C:5]2[C:4]([OH:17])=[N:23][C:24]3[N:25]([CH:26]=[CH:27][N:28]=3)[C:6]=2[OH:8])[CH:12]=[CH:13][CH:14]=[CH:15][CH:16]=1. (4) Given the reactants [H-].[Na+].[CH3:3][C:4]1[CH:8]=[C:7]([CH3:9])[NH:6][N:5]=1.CN(C)C=O.Cl[C:16]1[N:24]=[C:23]2[C:19]([N:20]=[CH:21][N:22]2[CH2:25][CH3:26])=[C:18]([NH:27][C:28]2[CH:33]=[CH:32][C:31]([Cl:34])=[C:30]([Cl:35])[CH:29]=2)[N:17]=1, predict the reaction product. The product is: [Cl:35][C:30]1[CH:29]=[C:28]([NH:27][C:18]2[N:17]=[C:16]([N:5]3[C:4]([CH3:3])=[CH:8][C:7]([CH3:9])=[N:6]3)[N:24]=[C:23]3[C:19]=2[N:20]=[CH:21][N:22]3[CH2:25][CH3:26])[CH:33]=[CH:32][C:31]=1[Cl:34]. (5) Given the reactants C[O:2][C:3]1[CH:8]=[CH:7][N:6]=[CH:5][C:4]=1[Si:9]([CH:16]([CH3:18])[CH3:17])([CH:13]([CH3:15])[CH3:14])[CH:10]([CH3:12])[CH3:11].Cl[C:20]([O:22][CH:23]1[CH2:28][CH:27]([CH3:29])[CH2:26][CH2:25][CH:24]1[C:30]([CH3:38])([C:32]1[CH:37]=[CH:36][CH:35]=[CH:34][CH:33]=1)[CH3:31])=[O:21].[F:39][C:40]1[CH:45]=[CH:44][C:43]([Mg]Br)=[CH:42][CH:41]=1.C1COCC1.Cl, predict the reaction product. The product is: [CH3:29][CH:27]1[CH2:28][CH:23]([O:22][C:20]([N:6]2[CH:5]=[C:4]([Si:9]([CH:16]([CH3:17])[CH3:18])([CH:13]([CH3:14])[CH3:15])[CH:10]([CH3:11])[CH3:12])[C:3](=[O:2])[CH2:8][CH:7]2[C:43]2[CH:44]=[CH:45][C:40]([F:39])=[CH:41][CH:42]=2)=[O:21])[CH:24]([C:30]([CH3:38])([C:32]2[CH:37]=[CH:36][CH:35]=[CH:34][CH:33]=2)[CH3:31])[CH2:25][CH2:26]1. (6) Given the reactants N1C=CC=N1.C(O[C:9]([C:11]1[C:15]([CH3:16])=[C:14]([NH2:17])[N:13]([C:18]2[CH:23]=[CH:22][CH:21]=[CH:20][CH:19]=2)[N:12]=1)=[O:10])C.C(OC(=O)C(=O)C(C#N)C)C.NC1N(C(OC(C)(C)C)=O)N=C(C(OC)=O)C=1.[F:52][C:53]1[CH:61]=[CH:60][CH:59]=[CH:58][C:54]=1[C:55](Cl)=[O:56].ClC1C=CC=CC=1C(Cl)=O.[N:72]1([C:81]2[CH:86]=[CH:85][N:84]=[CH:83][CH:82]=2)[CH2:77][CH2:76][CH:75]([CH2:78][CH2:79][NH2:80])[CH2:74][CH2:73]1, predict the reaction product. The product is: [N:72]1([C:81]2[CH:86]=[CH:85][N:84]=[CH:83][CH:82]=2)[CH2:77][CH2:76][CH:75]([CH2:78][CH2:79][NH:80][C:9]([C:11]2[C:15]([CH3:16])=[C:14]([NH:17][C:55](=[O:56])[C:54]3[CH:58]=[CH:59][CH:60]=[CH:61][C:53]=3[F:52])[N:13]([C:18]3[CH:19]=[CH:20][CH:21]=[CH:22][CH:23]=3)[N:12]=2)=[O:10])[CH2:74][CH2:73]1.